From a dataset of Full USPTO retrosynthesis dataset with 1.9M reactions from patents (1976-2016). Predict the reactants needed to synthesize the given product. (1) Given the product [CH3:24][O:25][N:26]([CH3:27])[C:10](=[O:12])[C@@H:9]([NH:8][C:6](=[O:7])[O:5][C:1]([CH3:2])([CH3:3])[CH3:4])[CH3:13], predict the reactants needed to synthesize it. The reactants are: [C:1]([O:5][C:6]([NH:8][C@@H:9]([CH3:13])[C:10]([OH:12])=O)=[O:7])([CH3:4])([CH3:3])[CH3:2].C(N(C(C)C)C(C)C)C.Cl.[CH3:24][O:25][NH:26][CH3:27]. (2) Given the product [OH:29][C@@H:25]1[CH2:26][O:27][CH2:28][C@H:24]1[NH:23][C:16](=[O:17])[O:18][C:19]([CH3:20])([CH3:21])[CH3:22], predict the reactants needed to synthesize it. The reactants are: C(N(CC)CC)C.[C:16](O[C:16]([O:18][C:19]([CH3:22])([CH3:21])[CH3:20])=[O:17])([O:18][C:19]([CH3:22])([CH3:21])[CH3:20])=[O:17].[NH2:23][C@@H:24]1[CH2:28][O:27][CH2:26][C@H:25]1[OH:29].[Cl-].[Na+]. (3) Given the product [CH2:1]([N:8]1[C:9]2[CH:10]=[C:11]([C:27]3[C:28]([CH3:33])=[N:29][O:30][C:31]=3[CH3:32])[CH:12]=[C:13]([C:25]#[N:26])[C:14]=2[C:15]2[C:20]1=[CH:19][C:18]([C:39]([OH:38])([CH3:40])[CH3:34])=[CH:17][CH:16]=2)[C:2]1[CH:3]=[CH:4][CH:5]=[CH:6][CH:7]=1, predict the reactants needed to synthesize it. The reactants are: [CH2:1]([N:8]1[C:20]2[CH:19]=[C:18](C(OC)=O)[CH:17]=[CH:16][C:15]=2[C:14]2[C:9]1=[CH:10][C:11]([C:27]1[C:28]([CH3:33])=[N:29][O:30][C:31]=1[CH3:32])=[CH:12][C:13]=2[C:25]#[N:26])[C:2]1[CH:7]=[CH:6][CH:5]=[CH:4][CH:3]=1.[CH3:34][Li].C([O:38][CH2:39][CH3:40])C.